Dataset: Forward reaction prediction with 1.9M reactions from USPTO patents (1976-2016). Task: Predict the product of the given reaction. (1) The product is: [NH2:12][C:13]1[C:22]2[N:23]=[C:24]([CH2:31][CH2:32][CH2:33][CH3:34])[N:25]([CH2:26][CH2:27][CH2:28][CH2:29][NH:30][C:2](=[O:3])[O:4][CH2:5][C:6]3[CH:11]=[CH:10][CH:9]=[CH:8][CH:7]=3)[C:21]=2[C:20]2[N:19]=[CH:18][CH:17]=[CH:16][C:15]=2[N:14]=1. Given the reactants Cl[C:2]([O:4][CH2:5][C:6]1[CH:11]=[CH:10][CH:9]=[CH:8][CH:7]=1)=[O:3].[NH2:12][C:13]1[C:22]2[N:23]=[C:24]([CH2:31][CH2:32][CH2:33][CH3:34])[N:25]([CH2:26][CH2:27][CH2:28][CH2:29][NH2:30])[C:21]=2[C:20]2[N:19]=[CH:18][CH:17]=[CH:16][C:15]=2[N:14]=1, predict the reaction product. (2) Given the reactants [CH:1]([C:3]1[CH:4]=[CH:5][CH:6]=[C:7]2[C:12]=1[CH:11]=[C:10]([OH:13])[CH:9]=[CH:8]2)=[CH2:2].N1C=CN=C1.Cl[Si:20]([CH:27]([CH3:29])[CH3:28])([CH:24]([CH3:26])[CH3:25])[CH:21]([CH3:23])[CH3:22].O, predict the reaction product. The product is: [CH:21]([Si:20]([CH:27]([CH3:29])[CH3:28])([CH:24]([CH3:26])[CH3:25])[O:13][C:10]1[CH:9]=[CH:8][C:7]2[C:12](=[C:3]([CH:1]=[CH2:2])[CH:4]=[CH:5][CH:6]=2)[CH:11]=1)([CH3:23])[CH3:22].